From a dataset of Forward reaction prediction with 1.9M reactions from USPTO patents (1976-2016). Predict the product of the given reaction. (1) Given the reactants [Cl:1][C:2]1[CH:15]=[CH:14][C:13]2[C:4](=[C:5]([CH3:16])[N:6]=[C:7]3[C:12]=2[CH:11]=[CH:10][CH:9]=[CH:8]3)[CH:3]=1.[BH4-].[Na+].FC(F)(F)C(O)=O.C1C=CC2C3C=CC=CC=3NCC=2C=1.C(N(CC)CC)C.[CH3:47][O:48][C:49]1[CH:54]=[CH:53][C:52]([S:55](Cl)(=[O:57])=[O:56])=[CH:51][CH:50]=1, predict the reaction product. The product is: [Cl:1][C:2]1[CH:3]=[C:4]2[C:13](=[CH:14][CH:15]=1)[C:12]1[CH:11]=[CH:10][CH:9]=[CH:8][C:7]=1[N:6]([S:55]([C:52]1[CH:51]=[CH:50][C:49]([O:48][CH3:47])=[CH:54][CH:53]=1)(=[O:57])=[O:56])[CH:5]2[CH3:16]. (2) Given the reactants [CH3:1][C:2]([CH3:58])([CH3:57])[C@H:3]([N:43]1[CH2:47][CH2:46][N:45]([CH2:48][C:49]2[CH:54]=[CH:53][CH:52]=[C:51]([CH3:55])[N:50]=2)[C:44]1=[O:56])[C:4]([NH:6][C@@H:7]([CH2:36][C:37]1[CH:42]=[CH:41][CH:40]=[CH:39][CH:38]=1)[CH2:8][C@H:9]([OH:35])[C@@H:10]([NH:24]C(=O)OCC1C=CC=CC=1)[CH2:11][C:12]1[CH:17]=[CH:16][C:15]([C:18]2[CH:23]=[CH:22][N:21]=[CH:20][CH:19]=2)=[CH:14][CH:13]=1)=[O:5].Cl, predict the reaction product. The product is: [NH2:24][C@@H:10]([CH2:11][C:12]1[CH:17]=[CH:16][C:15]([C:18]2[CH:19]=[CH:20][N:21]=[CH:22][CH:23]=2)=[CH:14][CH:13]=1)[C@@H:9]([OH:35])[CH2:8][C@@H:7]([NH:6][C:4](=[O:5])[C@@H:3]([N:43]1[CH2:47][CH2:46][N:45]([CH2:48][C:49]2[CH:54]=[CH:53][CH:52]=[C:51]([CH3:55])[N:50]=2)[C:44]1=[O:56])[C:2]([CH3:57])([CH3:1])[CH3:58])[CH2:36][C:37]1[CH:38]=[CH:39][CH:40]=[CH:41][CH:42]=1. (3) Given the reactants Br[C:2]1[CH:7]=[CH:6][C:5]([N+:8]([O-:10])=[O:9])=[CH:4][C:3]=1[O:11][CH:12]([F:14])[F:13].[C:15]1([OH:21])[CH:20]=CC=C[CH:16]=1.[NH:22]1[CH2:27][CH2:26][NH:25][CH2:24][CH2:23]1.[C:28](=[O:31])([O-])[O-].[K+].[K+].Cl.[OH-].[Na+].[CH3:37]S(C)=O, predict the reaction product. The product is: [F:13][CH:12]([F:14])[O:11][C:3]1[CH:4]=[C:5]([N+:8]([O-:10])=[O:9])[CH:6]=[CH:7][C:2]=1[N:22]1[CH2:27][CH2:26][NH:25][CH2:24][CH2:23]1.[F:13][CH:12]([F:14])[O:11][C:3]1[CH:4]=[C:5]([N+:8]([O-:10])=[O:9])[CH:6]=[CH:7][C:2]=1[N:22]1[CH2:27][CH2:26][N:25]([C:28]([O:21][C:15]([CH3:16])([CH3:20])[CH3:37])=[O:31])[CH2:24][CH2:23]1.